Dataset: Catalyst prediction with 721,799 reactions and 888 catalyst types from USPTO. Task: Predict which catalyst facilitates the given reaction. (1) Reactant: [F:1][C:2]1[CH:10]=[C:9]2[C:5]([C:6]([CH2:21][CH:22]([CH3:24])[CH3:23])=[CH:7][N:8]2[C:11]2[S:12][CH:13]=[C:14]([C:16]([O:18]CC)=[O:17])[N:15]=2)=[CH:4][CH:3]=1.[OH-].[Na+]. Product: [F:1][C:2]1[CH:10]=[C:9]2[C:5]([C:6]([CH2:21][CH:22]([CH3:24])[CH3:23])=[CH:7][N:8]2[C:11]2[S:12][CH:13]=[C:14]([C:16]([OH:18])=[O:17])[N:15]=2)=[CH:4][CH:3]=1. The catalyst class is: 8. (2) Reactant: Br[C:2]1[CH:7]=[CH:6][C:5]([O:8][Si:9]([C:12]([CH3:15])([CH3:14])[CH3:13])([CH3:11])[CH3:10])=[CH:4][C:3]=1[CH2:16][C:17]([CH3:21])([CH3:20])[C:18]#[N:19].[F:22][C:23]1[CH:28]=[CH:27][C:26]([O:29][CH3:30])=[CH:25][C:24]=1B(O)O.C1(P(C2CCCCC2)C2C=CC=CC=2C2C(OC)=CC=CC=2OC)CCCCC1.C(=O)([O-])[O-].[Na+].[Na+]. Product: [Si:9]([O:8][C:5]1[CH:6]=[CH:7][C:2]([C:24]2[CH:25]=[C:26]([O:29][CH3:30])[CH:27]=[CH:28][C:23]=2[F:22])=[C:3]([CH2:16][C:17]([CH3:21])([CH3:20])[C:18]#[N:19])[CH:4]=1)([C:12]([CH3:15])([CH3:14])[CH3:13])([CH3:11])[CH3:10]. The catalyst class is: 101. (3) Reactant: [C:1]([CH:3]1[CH2:6][C:5]2([CH2:11][CH2:10][N:9]([C:12]([O:14][C:15]([CH3:18])([CH3:17])[CH3:16])=[O:13])[CH2:8][CH2:7]2)[CH2:4]1)#N.[OH-:19].[Li+].[OH2:21]. Product: [C:15]([O:14][C:12]([N:9]1[CH2:10][CH2:11][C:5]2([CH2:6][CH:3]([C:1]([OH:21])=[O:19])[CH2:4]2)[CH2:7][CH2:8]1)=[O:13])([CH3:18])([CH3:17])[CH3:16]. The catalyst class is: 8. (4) Reactant: [NH2:1][C:2]1[N:3]=[C:4](Cl)[C:5]2[CH:10]=[C:9]([C:11]([O:13][CH3:14])=[O:12])[S:8][C:6]=2[N:7]=1.[F:16][C:17]1[CH:23]=[CH:22][C:20]([NH2:21])=[CH:19][CH:18]=1. Product: [NH2:1][C:2]1[N:3]=[C:4]([NH:21][C:20]2[CH:22]=[CH:23][C:17]([F:16])=[CH:18][CH:19]=2)[C:5]2[CH:10]=[C:9]([C:11]([O:13][CH3:14])=[O:12])[S:8][C:6]=2[N:7]=1. The catalyst class is: 209. (5) Reactant: [CH2:1]([O:8][C:9](=[O:32])[NH:10][CH:11]1[CH2:20][CH2:19][C:14]2([O:18][CH2:17][CH2:16][O:15]2)[CH2:13][CH:12]1[CH2:21][S:22]([C:25]1[CH:30]=[CH:29][C:28](Br)=[CH:27][CH:26]=1)(=[O:24])=[O:23])[C:2]1[CH:7]=[CH:6][CH:5]=[CH:4][CH:3]=1.[Sn](C)(C)(C)[CH3:34].[OH-].[NH4+]. Product: [CH2:1]([O:8][C:9](=[O:32])[NH:10][CH:11]1[CH2:20][CH2:19][C:14]2([O:18][CH2:17][CH2:16][O:15]2)[CH2:13][CH:12]1[CH2:21][S:22]([C:25]1[CH:30]=[CH:29][C:28]([CH3:34])=[CH:27][CH:26]=1)(=[O:24])=[O:23])[C:2]1[CH:7]=[CH:6][CH:5]=[CH:4][CH:3]=1. The catalyst class is: 233. (6) Reactant: [Br:1][C:2]1[CH:7]=[C:6]([N+:8]([O-])=O)[C:5]([NH:11][CH2:12][CH2:13][O:14][CH3:15])=[C:4]([O:16][CH3:17])[CH:3]=1. Product: [Br:1][C:2]1[CH:7]=[C:6]([NH2:8])[C:5]([NH:11][CH2:12][CH2:13][O:14][CH3:15])=[C:4]([O:16][CH3:17])[CH:3]=1. The catalyst class is: 446. (7) The catalyst class is: 7. Product: [CH2:1]([O:8][C:9]1[CH:10]=[CH:11][C:12]([O:15][CH2:19][C:20]([O:22][CH2:23][CH3:24])=[O:21])=[CH:13][CH:14]=1)[C:2]1[CH:3]=[CH:4][CH:5]=[CH:6][CH:7]=1. Reactant: [CH2:1]([O:8][C:9]1[CH:14]=[CH:13][C:12]([OH:15])=[CH:11][CH:10]=1)[C:2]1[CH:7]=[CH:6][CH:5]=[CH:4][CH:3]=1.[H-].[Na+].Br[CH2:19][C:20]([O:22][CH2:23][CH3:24])=[O:21].Cl. (8) Reactant: [C:1]([O:5][C:6]([NH:8][C@@H:9]([CH2:13][C:14]1[CH:19]=[CH:18][C:17](B(O)O)=[CH:16][CH:15]=1)[C:10]([OH:12])=[O:11])=[O:7])([CH3:4])([CH3:3])[CH3:2].[CH3:23][N:24]1[CH:31]=[CH:30][C:28](=[O:29])[NH:27][C:25]1=[O:26].C(N(CC)CC)C.ClCCl. Product: [C:1]([O:5][C:6]([NH:8][C@@H:9]([CH2:13][C:14]1[CH:19]=[CH:18][C:17]([N:27]2[C:28](=[O:29])[CH:30]=[CH:31][N:24]([CH3:23])[C:25]2=[O:26])=[CH:16][CH:15]=1)[C:10]([OH:12])=[O:11])=[O:7])([CH3:4])([CH3:3])[CH3:2]. The catalyst class is: 8.